Dataset: NCI-60 drug combinations with 297,098 pairs across 59 cell lines. Task: Regression. Given two drug SMILES strings and cell line genomic features, predict the synergy score measuring deviation from expected non-interaction effect. (1) Synergy scores: CSS=-4.33, Synergy_ZIP=0.411, Synergy_Bliss=-3.48, Synergy_Loewe=-4.40, Synergy_HSA=-5.03. Drug 1: C1CCC(C1)C(CC#N)N2C=C(C=N2)C3=C4C=CNC4=NC=N3. Cell line: NCI/ADR-RES. Drug 2: CCC1(CC2CC(C3=C(CCN(C2)C1)C4=CC=CC=C4N3)(C5=C(C=C6C(=C5)C78CCN9C7C(C=CC9)(C(C(C8N6C=O)(C(=O)OC)O)OC(=O)C)CC)OC)C(=O)OC)O.OS(=O)(=O)O. (2) Drug 1: CC12CCC3C(C1CCC2=O)CC(=C)C4=CC(=O)C=CC34C. Synergy scores: CSS=22.5, Synergy_ZIP=2.13, Synergy_Bliss=2.02, Synergy_Loewe=-3.33, Synergy_HSA=0.134. Cell line: K-562. Drug 2: C(=O)(N)NO. (3) Drug 1: C1CCC(C1)C(CC#N)N2C=C(C=N2)C3=C4C=CNC4=NC=N3. Drug 2: CC1C(C(CC(O1)OC2CC(CC3=C2C(=C4C(=C3O)C(=O)C5=C(C4=O)C(=CC=C5)OC)O)(C(=O)CO)O)N)O.Cl. Cell line: TK-10. Synergy scores: CSS=46.6, Synergy_ZIP=2.07, Synergy_Bliss=3.69, Synergy_Loewe=-3.93, Synergy_HSA=5.19. (4) Drug 1: CC1C(C(CC(O1)OC2CC(CC3=C2C(=C4C(=C3O)C(=O)C5=C(C4=O)C(=CC=C5)OC)O)(C(=O)C)O)N)O.Cl. Drug 2: C(CC(=O)O)C(=O)CN.Cl. Cell line: M14. Synergy scores: CSS=0.934, Synergy_ZIP=-5.61, Synergy_Bliss=-9.01, Synergy_Loewe=-15.0, Synergy_HSA=-8.19.